This data is from NCI-60 drug combinations with 297,098 pairs across 59 cell lines. The task is: Regression. Given two drug SMILES strings and cell line genomic features, predict the synergy score measuring deviation from expected non-interaction effect. (1) Drug 1: C1=CC(=CC=C1CC(C(=O)O)N)N(CCCl)CCCl.Cl. Drug 2: CCC1(CC2CC(C3=C(CCN(C2)C1)C4=CC=CC=C4N3)(C5=C(C=C6C(=C5)C78CCN9C7C(C=CC9)(C(C(C8N6C=O)(C(=O)OC)O)OC(=O)C)CC)OC)C(=O)OC)O.OS(=O)(=O)O. Cell line: SF-268. Synergy scores: CSS=21.8, Synergy_ZIP=-4.19, Synergy_Bliss=5.07, Synergy_Loewe=-14.1, Synergy_HSA=0.805. (2) Drug 1: CS(=O)(=O)OCCCCOS(=O)(=O)C. Cell line: IGROV1. Drug 2: COCCOC1=C(C=C2C(=C1)C(=NC=N2)NC3=CC=CC(=C3)C#C)OCCOC.Cl. Synergy scores: CSS=20.3, Synergy_ZIP=5.77, Synergy_Bliss=6.24, Synergy_Loewe=1.71, Synergy_HSA=6.68.